This data is from Reaction yield outcomes from USPTO patents with 853,638 reactions. The task is: Predict the reaction yield, written as a fraction of the theoretical maximum amount of product (1.0 means a 100% yield; for example, 0.34 means a 34% yield). (1) The reactants are [F:1][C:2]1([F:25])[CH2:7][CH2:6][CH:5]([CH2:8][C@H:9]2[CH2:14][C@H:13]([C:15]3[O:19][NH:18][C:17](=[O:20])[CH:16]=3)[CH2:12][CH2:11][N:10]2C(OC)=O)[CH2:4][CH2:3]1.Br. No catalyst specified. The product is [F:25][C:2]1([F:1])[CH2:7][CH2:6][CH:5]([CH2:8][C@H:9]2[CH2:14][C@H:13]([C:15]3[O:19][NH:18][C:17](=[O:20])[CH:16]=3)[CH2:12][CH2:11][NH:10]2)[CH2:4][CH2:3]1. The yield is 0.280. (2) The reactants are [NH2:1][CH:2]([CH2:6][CH:7]([CH3:9])[CH3:8])[C:3]([OH:5])=[O:4].Cl.[CH3:11]O. No catalyst specified. The product is [NH2:1][CH:2]([CH2:6][CH:7]([CH3:9])[CH3:8])[C:3]([O:5][CH3:11])=[O:4]. The yield is 0.960. (3) The reactants are [OH:1][C:2]1[CH:10]=[C:9]2[C:5]([CH:6]=[C:7]([C:11]([OH:13])=O)[NH:8]2)=[CH:4][CH:3]=1.C(N(CC)CC)C.[CH2:21]([CH:28]1[CH2:33][CH2:32][NH:31][CH2:30][CH2:29]1)[C:22]1[CH:27]=[CH:26][CH:25]=[CH:24][CH:23]=1.CN(C(ON1N=NC2C=CC=CC1=2)=[N+](C)C)C.F[P-](F)(F)(F)(F)F. The catalyst is CN(C)C=O. The product is [CH2:21]([CH:28]1[CH2:33][CH2:32][N:31]([C:11]([C:7]2[NH:8][C:9]3[C:5]([CH:6]=2)=[CH:4][CH:3]=[C:2]([OH:1])[CH:10]=3)=[O:13])[CH2:30][CH2:29]1)[C:22]1[CH:27]=[CH:26][CH:25]=[CH:24][CH:23]=1. The yield is 0.710. (4) The reactants are [Cl:1][C:2]1[N:3]=[C:4](Cl)[C:5]2[O:10][C:9]([C:11]3[CH:16]=[CH:15][CH:14]=[CH:13][CH:12]=3)=[CH:8][C:6]=2[N:7]=1.[NH:18]1[CH2:23][CH2:22][O:21][CH2:20][CH2:19]1. The catalyst is CO. The product is [Cl:1][C:2]1[N:3]=[C:4]([N:18]2[CH2:23][CH2:22][O:21][CH2:20][CH2:19]2)[C:5]2[O:10][C:9]([C:11]3[CH:16]=[CH:15][CH:14]=[CH:13][CH:12]=3)=[CH:8][C:6]=2[N:7]=1. The yield is 0.830. (5) The reactants are [Br:1][C:2]1[CH:7]=[CH:6][C:5]([S:8]([N:11]([CH3:13])[CH3:12])(=[O:10])=[O:9])=[C:4](F)[CH:3]=1.[C-:15]#[N:16].[Na+]. The catalyst is CN(C=O)C. The product is [Br:1][C:2]1[CH:7]=[CH:6][C:5]([S:8]([N:11]([CH3:13])[CH3:12])(=[O:10])=[O:9])=[C:4]([C:15]#[N:16])[CH:3]=1. The yield is 0.0700. (6) The catalyst is [C-]#N.[C-]#N.[C-]#N.[C-]#N.[C-]#N.[C-]#N.[K+].[K+].[K+].[K+].[Fe+2].CC([O-])=O.CC([O-])=O.[Pd+2]. The yield is 0.700. The product is [CH3:17][N:14]1[C:15](=[O:16])[N:11]([C:3]2[CH:4]=[C:5]([N+:8]([O-:10])=[O:9])[CH:6]=[CH:7][C:2]=2[C:25]#[N:27])[N:12]=[N:13]1. The reactants are Br[C:2]1[CH:7]=[CH:6][C:5]([N+:8]([O-:10])=[O:9])=[CH:4][C:3]=1[N:11]1[C:15](=[O:16])[N:14]([CH3:17])[N:13]=[N:12]1.C([O-])([O-])=O.[Na+].[Na+].C[C:25]([N:27](C)C)=O. (7) The reactants are C(N(C(C)C)CC)(C)C.[F:10][C:11]([F:23])([F:22])[C:12]1[CH:13]=[C:14]([S:18](Cl)(=[O:20])=[O:19])[CH:15]=[CH:16][CH:17]=1.Cl.[CH:25]1([NH:28][C:29](=[O:42])[C:30]2[CH:35]=[CH:34][CH:33]=[C:32]([C:36]3[CH2:37][CH2:38][NH:39][CH2:40][CH:41]=3)[N:31]=2)[CH2:27][CH2:26]1. The catalyst is ClCCl. The product is [CH:25]1([NH:28][C:29]([C:30]2[N:31]=[C:32]([C:36]3[CH2:37][CH2:38][N:39]([S:18]([C:14]4[CH:15]=[CH:16][CH:17]=[C:12]([C:11]([F:23])([F:22])[F:10])[CH:13]=4)(=[O:20])=[O:19])[CH2:40][CH:41]=3)[CH:33]=[CH:34][CH:35]=2)=[O:42])[CH2:26][CH2:27]1. The yield is 0.640. (8) The reactants are [CH3:1][C:2]1([CH3:34])[CH2:11][C@@H:10]([NH:12][C:13](=[O:29])[NH:14][C:15]2[CH:24]=[CH:23][CH:22]=[C:21]3[C:16]=2[CH:17]=[C:18]([NH:25]C(=O)C)[N:19]=[CH:20]3)[C:9]2[C:4](=[CH:5][C:6]([C:30]([F:33])([F:32])[F:31])=[CH:7][CH:8]=2)[O:3]1.[OH-].[Na+]. The catalyst is CO.O. The product is [NH2:25][C:18]1[N:19]=[CH:20][C:21]2[C:16]([CH:17]=1)=[C:15]([NH:14][C:13]([NH:12][C@H:10]1[C:9]3[C:4](=[CH:5][C:6]([C:30]([F:33])([F:31])[F:32])=[CH:7][CH:8]=3)[O:3][C:2]([CH3:34])([CH3:1])[CH2:11]1)=[O:29])[CH:24]=[CH:23][CH:22]=2. The yield is 0.520. (9) The product is [Cl:24][C:25]1[CH:26]=[C:27]([CH:32]=[CH:33][C:34]=1[O:35][CH2:36][C@@H:37]([N:39]([CH3:40])[C:10](=[O:12])[CH:9]([NH:13][C:14]([NH:16][C:17]1[CH:22]=[CH:21][CH:20]=[CH:19][C:18]=1[F:23])=[O:15])[C:5]1[CH:6]=[CH:7][CH:8]=[C:3]([O:2][CH3:1])[CH:4]=1)[CH3:38])[C:28]([O:30][CH3:31])=[O:29]. The catalyst is CN(C1C=CN=CC=1)C.CN(C=O)C.CCOC(C)=O. The reactants are [CH3:1][O:2][C:3]1[CH:4]=[C:5]([CH:9]([NH:13][C:14]([NH:16][C:17]2[CH:22]=[CH:21][CH:20]=[CH:19][C:18]=2[F:23])=[O:15])[C:10]([OH:12])=O)[CH:6]=[CH:7][CH:8]=1.[Cl:24][C:25]1[CH:26]=[C:27]([CH:32]=[CH:33][C:34]=1[O:35][CH2:36][C@@H:37]([NH:39][CH3:40])[CH3:38])[C:28]([O:30][CH3:31])=[O:29].C(Cl)CCl.C1C=CC2N(O)N=NC=2C=1. The yield is 1.00. (10) The reactants are [Cl:1][C:2]1[CH:9]=[CH:8][CH:7]=[C:6]([N:10]2[CH:19]=[CH:18][C:17]3[C:12](=[C:13]([F:23])[CH:14]=[C:15]([CH:20]4[CH2:22][CH2:21]4)[CH:16]=3)[C:11]2=[O:24])[C:3]=1[CH:4]=[O:5].CC(O)C.[BH4-].[Na+]. The catalyst is C(Cl)Cl. The product is [Cl:1][C:2]1[C:3]([CH2:4][OH:5])=[C:6]([N:10]2[CH:19]=[CH:18][C:17]3[C:12](=[C:13]([F:23])[CH:14]=[C:15]([CH:20]4[CH2:22][CH2:21]4)[CH:16]=3)[C:11]2=[O:24])[CH:7]=[CH:8][CH:9]=1. The yield is 0.866.